Dataset: Full USPTO retrosynthesis dataset with 1.9M reactions from patents (1976-2016). Task: Predict the reactants needed to synthesize the given product. (1) Given the product [Si:9]([O:16][C:17]1[CH:18]=[CH:19][C:20]([C:23]([CH:28]2[CH2:32][CH2:31][CH2:30][CH2:29]2)([CH3:1])[C:24]([O:26][CH3:27])=[O:25])=[CH:21][CH:22]=1)([C:12]([CH3:14])([CH3:15])[CH3:13])([CH3:11])[CH3:10], predict the reactants needed to synthesize it. The reactants are: [CH:1]([N-]C(C)C)(C)C.[Li+].[Si:9]([O:16][C:17]1[CH:22]=[CH:21][C:20]([CH:23]([CH:28]2[CH2:32][CH2:31][CH2:30][CH2:29]2)[C:24]([O:26][CH3:27])=[O:25])=[CH:19][CH:18]=1)([C:12]([CH3:15])([CH3:14])[CH3:13])([CH3:11])[CH3:10].IC.O. (2) Given the product [CH2:25]([N:24]1[C:23](=[O:32])[C:22]2[C:17](=[CH:18][C:19]([Cl:33])=[CH:20][CH:21]=2)[N:16]=[C:15]1[CH:11]([N:10]1[C:34](=[O:37])[CH2:35][CH2:6][NH:7][C:8]([CH3:39])([CH3:38])[CH2:9]1)[CH:12]([CH3:14])[CH3:13])[C:26]1[CH:27]=[CH:28][CH:29]=[CH:30][CH:31]=1, predict the reactants needed to synthesize it. The reactants are: C(O[C:6](=O)[NH:7][C:8]([CH3:39])([CH3:38])[CH2:9][N:10]([C:34](=[O:37])[CH:35]=C)[CH:11]([C:15]1[N:24]([CH2:25][C:26]2[CH:31]=[CH:30][CH:29]=[CH:28][CH:27]=2)[C:23](=[O:32])[C:22]2[C:17](=[CH:18][C:19]([Cl:33])=[CH:20][CH:21]=2)[N:16]=1)[CH:12]([CH3:14])[CH3:13])(C)(C)C.C(OC(=O)NC(C)(C)CNC(C1N(CC2C=CC=CC=2)C(=O)C2C(=CC(Cl)=CC=2)N=1)C(C)C)(C)(C)C. (3) Given the product [CH3:1][C@:2]12[C:10]([C:11]3([CH2:14]/[CH:15]=[CH:16]\[C:17]([OH:26])([C:22]([F:23])([F:24])[F:25])[C:18]([F:20])([F:21])[F:19])[CH2:13][CH2:12]3)=[CH:9][CH2:8][C@H:7]1[C@@H:6]([OH:27])[CH2:5][CH2:4][CH2:3]2, predict the reactants needed to synthesize it. The reactants are: [CH3:1][C@:2]12[C:10]([C:11]3([CH2:14][C:15]#[C:16][C:17]([OH:26])([C:22]([F:25])([F:24])[F:23])[C:18]([F:21])([F:20])[F:19])[CH2:13][CH2:12]3)=[CH:9][CH2:8][C@H:7]1[C@@H:6]([OH:27])[CH2:5][CH2:4][CH2:3]2.C(OCC)(=O)C.CCCCCC.